From a dataset of Reaction yield outcomes from USPTO patents with 853,638 reactions. Predict the reaction yield, written as a fraction of the theoretical maximum amount of product (1.0 means a 100% yield; for example, 0.34 means a 34% yield). (1) The reactants are [C:1]([O:11][CH:12]([CH3:14])[CH3:13])(=[O:10])/[CH:2]=[CH:3]/[C:4]([O:6][CH:7]([CH3:9])[CH3:8])=[O:5].[C:15]([O:25][CH2:26][CH3:27])(=[O:24])[CH:16]=[CH:17][C:18]1[CH:23]=[CH:22][CH:21]=[CH:20][CH:19]=1.[C:28]([O:32]CCCCCC[O:32][C:28](=[O:31])[CH:29]=[CH2:30])(=[O:31])[CH:29]=[CH2:30].C(OOOC(C)(C)C)(=O)C(C)(C)C. The catalyst is O1CCCC1.CO. The product is [C:4]([O:6][CH:7]([CH3:9])[CH3:8])(=[O:5])/[CH:3]=[CH:2]/[C:1]([O:11][CH:12]([CH3:14])[CH3:13])=[O:10].[C:15]([O:25][CH2:26][CH3:27])(=[O:24])[CH:16]=[CH:17][C:18]1[CH:19]=[CH:20][CH:21]=[CH:22][CH:23]=1.[C:28]([O-:32])(=[O:31])[CH:29]=[CH2:30]. The yield is 0.560. (2) The reactants are [Cl:1][C:2]1[CH:7]=[CH:6][CH:5]=[CH:4][C:3]=1[N:8]1[C:12]([OH:13])=[CH:11][C:10]([CH2:14][C:15]([O:17][CH3:18])=[O:16])=[N:9]1.C(O)(=O)C.[Cl:23][CH2:24][C:25](OCC)(OCC)[O:26]CC. The catalyst is C(#N)C. The product is [Cl:23][CH2:24][C:25]([C:11]1[C:10]([CH2:14][C:15]([O:17][CH3:18])=[O:16])=[N:9][N:8]([C:3]2[CH:4]=[CH:5][CH:6]=[CH:7][C:2]=2[Cl:1])[C:12]=1[OH:13])=[O:26]. The yield is 1.00. (3) The reactants are [C:1]([NH:8][CH2:9][C:10]([OH:12])=O)([O:3][C:4]([CH3:7])([CH3:6])[CH3:5])=[O:2].[CH2:13]1[CH2:18][CH2:17][CH:16]([N:19]=C=[N:19][CH:16]2[CH2:17][CH2:18][CH2:13][CH2:14][CH2:15]2)[CH2:15][CH2:14]1.NC1C=CC=CC=1. The catalyst is ClCCl. The product is [C:16]1([NH:19][C:10]([CH2:9][NH:8][C:1](=[O:2])[O:3][C:4]([CH3:5])([CH3:6])[CH3:7])=[O:12])[CH:17]=[CH:18][CH:13]=[CH:14][CH:15]=1. The yield is 0.510.